From a dataset of Reaction yield outcomes from USPTO patents with 853,638 reactions. Predict the reaction yield, written as a fraction of the theoretical maximum amount of product (1.0 means a 100% yield; for example, 0.34 means a 34% yield). The reactants are Cl[C:2]1[C:11]2[C:6](=[CH:7][CH:8]=[C:9]([CH:12]=[O:13])[CH:10]=2)[N:5]=[CH:4][CH:3]=1.[N:14]1[CH:19]=[CH:18][C:17](B(O)O)=[CH:16][CH:15]=1.C([O-])([O-])=O.[K+].[K+]. The catalyst is CN(C=O)C. The product is [N:14]1[CH:19]=[CH:18][C:17]([C:2]2[C:11]3[C:6](=[CH:7][CH:8]=[C:9]([CH:12]=[O:13])[CH:10]=3)[N:5]=[CH:4][CH:3]=2)=[CH:16][CH:15]=1. The yield is 0.510.